The task is: Predict the product of the given reaction.. This data is from Forward reaction prediction with 1.9M reactions from USPTO patents (1976-2016). Given the reactants C(O)C(F)(F)F.[O:7]=[C:8]([N:22]1[CH2:27][CH2:26][N:25]2[C:28]([C:31]([F:34])([F:33])[F:32])=[N:29][N:30]=[C:24]2[CH2:23]1)/[CH:9]=[C:10](\[NH2:21])/[CH2:11][C:12]1[CH:17]=[C:16]([F:18])[C:15]([F:19])=[CH:14][C:13]=1[F:20], predict the reaction product. The product is: [O:7]=[C:8]([N:22]1[CH2:27][CH2:26][N:25]2[C:28]([C:31]([F:34])([F:33])[F:32])=[N:29][N:30]=[C:24]2[CH2:23]1)[CH2:9][C@H:10]([NH2:21])[CH2:11][C:12]1[CH:17]=[C:16]([F:18])[C:15]([F:19])=[CH:14][C:13]=1[F:20].